From a dataset of Catalyst prediction with 721,799 reactions and 888 catalyst types from USPTO. Predict which catalyst facilitates the given reaction. (1) Reactant: [NH:1]1[CH2:6][CH2:5][CH:4]([NH:7][C:8]2[S:9][C:10]([C:13]([F:16])([F:15])[F:14])=[N:11][N:12]=2)[CH2:3][CH2:2]1.[F:17][C:18]1[CH:19]=[C:20]([CH:23]=[CH:24][C:25]=1[CH3:26])[CH2:21]Br.N12CCCNC1=NCCC2. Product: [F:17][C:18]1[CH:19]=[C:20]([CH:23]=[CH:24][C:25]=1[CH3:26])[CH2:21][N:1]1[CH2:6][CH2:5][CH:4]([NH:7][C:8]2[S:9][C:10]([C:13]([F:16])([F:14])[F:15])=[N:11][N:12]=2)[CH2:3][CH2:2]1. The catalyst class is: 10. (2) Reactant: I[C:2]1[N:11]=[C:10]2[N:4]([CH2:5][CH2:6][C:7]3[CH:23]=[CH:22][CH:21]=[CH:20][C:8]=3[CH:9]2[O:12][CH:13]2[CH2:18][CH2:17][N:16]([CH3:19])[CH2:15][CH2:14]2)[C:3]=1[CH3:24].C([Sn](CCCC)(CCCC)[C:30]1[CH:35]=[CH:34][N:33]=[CH:32][CH:31]=1)CCC.[K].[Li+].[Cl-]. Product: [CH3:24][C:3]1[N:4]2[C:10]([CH:9]([O:12][CH:13]3[CH2:18][CH2:17][N:16]([CH3:19])[CH2:15][CH2:14]3)[C:8]3[CH:20]=[CH:21][CH:22]=[CH:23][C:7]=3[CH2:6][CH2:5]2)=[N:11][C:2]=1[C:30]1[CH:35]=[CH:34][N:33]=[CH:32][CH:31]=1. The catalyst class is: 128. (3) Reactant: CC(O)(C)C.Cl[S:7]([N:10]=[C:11]=[O:12])(=[O:9])=[O:8].[Cl:13][C:14]1[C:15]([C:36]([NH:38][CH2:39][CH:40]2[CH2:45][CH2:44][CH2:43][CH2:42][CH2:41]2)=[O:37])=[C:16]2[C:21](=[CH:22][CH:23]=1)[N:20]=[C:19]([N:24]1[CH2:28][CH2:27][C@H:26]([NH:29][CH2:30]C(OCC)=O)[CH2:25]1)[CH:18]=[CH:17]2.C(N(CC)CC)C. Product: [Cl:13][C:14]1[CH:23]=[CH:22][C:21]2[N:20]=[C:19]([N:24]3[CH2:28][CH2:27][C@H:26]([N:29]4[CH2:30][C:11](=[O:12])[NH:10][S:7]4(=[O:9])=[O:8])[CH2:25]3)[CH:18]=[CH:17][C:16]=2[C:15]=1[C:36]([NH:38][CH2:39][CH:40]1[CH2:45][CH2:44][CH2:43][CH2:42][CH2:41]1)=[O:37]. The catalyst class is: 46. (4) Reactant: C[O:2][C:3](=[O:17])[CH2:4][O:5][C:6]1[CH:11]=[CH:10][C:9]([Cl:12])=[CH:8][C:7]=1[NH:13][C:14]([NH2:16])=[O:15].[Li+].[OH-]. Product: [Cl:12][C:9]1[CH:10]=[CH:11][C:6]([O:5][CH2:4][C:3]([OH:17])=[O:2])=[C:7]([NH:13][C:14]([NH2:16])=[O:15])[CH:8]=1. The catalyst class is: 20.